Dataset: Full USPTO retrosynthesis dataset with 1.9M reactions from patents (1976-2016). Task: Predict the reactants needed to synthesize the given product. (1) Given the product [Cl:1][C:2]1[CH:3]=[CH:4][C:5]([N:8]([C@H:12]2[C:21]3[C:16](=[CH:17][CH:18]=[CH:19][CH:20]=3)[N:15]([C:22](=[O:30])[C:23]3[CH:24]=[CH:25][C:26]([O:29][CH2:39][CH2:40][CH2:41][C:42]([OH:44])([CH3:45])[CH3:43])=[CH:27][CH:28]=3)[C@@H:14]([CH3:31])[CH2:13]2)[C:9](=[O:11])[CH3:10])=[CH:6][CH:7]=1, predict the reactants needed to synthesize it. The reactants are: [Cl:1][C:2]1[CH:7]=[CH:6][C:5]([N:8]([C@H:12]2[C:21]3[C:16](=[CH:17][CH:18]=[CH:19][CH:20]=3)[N:15]([C:22](=[O:30])[C:23]3[CH:28]=[CH:27][C:26]([OH:29])=[CH:25][CH:24]=3)[C@@H:14]([CH3:31])[CH2:13]2)[C:9](=[O:11])[CH3:10])=[CH:4][CH:3]=1.C([O-])([O-])=O.[K+].[K+].Br[CH2:39][CH2:40][CH2:41][C:42]([CH3:45])([OH:44])[CH3:43]. (2) Given the product [CH3:20][C:21]1([CH3:37])[C:25]([CH3:27])([CH3:26])[O:24][B:23]([C:2]2[CH:3]=[CH:4][C:5]3[C:6]4[CH:14]=[N:13][NH:12][C:7]=4[N:8]=[CH:9][C:10]=3[CH:11]=2)[O:22]1, predict the reactants needed to synthesize it. The reactants are: Br[C:2]1[CH:3]=[CH:4][C:5]2[C:6]3[CH:14]=[N:13][NH:12][C:7]=3[N:8]=[CH:9][C:10]=2[CH:11]=1.C([O-])(=O)C.[K+].[CH3:20][C:21]1([CH3:37])[C:25]([CH3:27])([CH3:26])[O:24][B:23]([B:23]2[O:24][C:25]([CH3:27])([CH3:26])[C:21]([CH3:37])([CH3:20])[O:22]2)[O:22]1. (3) Given the product [Br:17][CH2:18][CH2:19][N:6]1[C:7]([CH2:9][OH:10])=[CH:8][C:4]([N+:1]([O-:3])=[O:2])=[N:5]1, predict the reactants needed to synthesize it. The reactants are: [N+:1]([C:4]1[CH:8]=[C:7]([CH2:9][OH:10])[NH:6][N:5]=1)([O-:3])=[O:2].C(=O)([O-])[O-].[Cs+].[Cs+].[Br:17][CH:18](Br)[CH3:19].OP([O-])(O)=O.[K+]. (4) Given the product [C:24]([O:28][C:29]([N:31]1[CH2:32][CH2:33][CH:34]([N:37]2[CH:41]=[C:40]([C:2]3[CH:3]=[CH:4][C:5]4[N:6]([C:8]([CH2:11][C:12]5[C:13]([F:23])=[C:14]6[C:19](=[CH:20][C:21]=5[F:22])[N:18]=[CH:17][CH:16]=[CH:15]6)=[CH:9][N:10]=4)[N:7]=3)[CH:39]=[N:38]2)[CH2:35][CH2:36]1)=[O:30])([CH3:27])([CH3:25])[CH3:26], predict the reactants needed to synthesize it. The reactants are: Cl[C:2]1[CH:3]=[CH:4][C:5]2[N:6]([C:8]([CH2:11][C:12]3[C:13]([F:23])=[C:14]4[C:19](=[CH:20][C:21]=3[F:22])[N:18]=[CH:17][CH:16]=[CH:15]4)=[CH:9][N:10]=2)[N:7]=1.[C:24]([O:28][C:29]([N:31]1[CH2:36][CH2:35][CH:34]([N:37]2[CH:41]=[C:40](B3OC(C)(C)C(C)(C)O3)[CH:39]=[N:38]2)[CH2:33][CH2:32]1)=[O:30])([CH3:27])([CH3:26])[CH3:25].C([O-])([O-])=O.[Na+].[Na+].CCOC(C)=O. (5) Given the product [F:1][C:2]1[CH:3]=[CH:4][C:5]([C:6](/[N:8]=[C:9]2/[N:10]([C@H:20]3[CH2:21][CH2:22][C@@H:23]([C:26](=[O:31])[NH:27][CH:28]([CH3:30])[CH3:29])[CH2:24][CH2:25]3)[C:11]3[CH:16]=[C:15]([OH:17])[N:14]=[CH:13][C:12]=3[NH:19]/2)=[O:7])=[CH:32][CH:33]=1, predict the reactants needed to synthesize it. The reactants are: [F:1][C:2]1[CH:33]=[CH:32][C:5]([C:6](/[N:8]=[C:9]2/[N:10]([C@H:20]3[CH2:25][CH2:24][C@@H:23]([C:26](=[O:31])[NH:27][CH:28]([CH3:30])[CH3:29])[CH2:22][CH2:21]3)[C:11]3[CH:16]=[C:15]([O:17]C)[N:14]=[CH:13][C:12]=3[NH:19]/2)=[O:7])=[CH:4][CH:3]=1.[I-].[Na+].O.[Si](Cl)(C)(C)C. (6) Given the product [F:5][C:6]1[CH:11]=[C:10]([F:12])[CH:9]=[CH:8][C:7]=1[C@:13]12[CH2:22][O:21][C@@H:20]([CH:23]([OH:24])[C:1]#[CH:2])[CH2:19][C@H:18]1[CH2:17][S:16][C:15]([NH:25][C:26](=[O:33])[C:27]1[CH:28]=[CH:29][CH:30]=[CH:31][CH:32]=1)=[N:14]2, predict the reactants needed to synthesize it. The reactants are: [C:1]([Mg]Br)#[CH:2].[F:5][C:6]1[CH:11]=[C:10]([F:12])[CH:9]=[CH:8][C:7]=1[C@:13]12[CH2:22][O:21][C@@H:20]([CH:23]=[O:24])[CH2:19][C@H:18]1[CH2:17][S:16][C:15]([NH:25][C:26](=[O:33])[C:27]1[CH:32]=[CH:31][CH:30]=[CH:29][CH:28]=1)=[N:14]2.